Dataset: Catalyst prediction with 721,799 reactions and 888 catalyst types from USPTO. Task: Predict which catalyst facilitates the given reaction. (1) Reactant: C([Li])[CH2:2][CH2:3][CH3:4].[CH:6]1([S:9][S:10][CH:11]2[CH2:13][CH2:12]2)[CH2:8][CH2:7]1.Br[CH2:15][C@H:16]1[CH2:20][O:19][C:18]([CH3:22])([CH3:21])[O:17]1.[Cl-].[NH4+]. Product: [CH3:21][C:18]1([CH3:22])[O:17][C@@H:16]([CH2:15][C:6]2([S:9][S:10][C:11]3([CH2:15][C@H:16]4[CH2:20][O:19][C:3]([CH3:4])([CH3:2])[O:17]4)[CH2:13][CH2:12]3)[CH2:8][CH2:7]2)[CH2:20][O:19]1. The catalyst class is: 1. (2) The catalyst class is: 5. Product: [Cl:1][C:2]1[CH:7]=[CH:6][CH:5]=[CH:4][C:3]=1[C:8]1[N:13]=[C:12]([CH3:14])[C:11]([CH:15]([CH2:20][CH2:21][CH3:22])[C:16]([OH:18])=[O:17])=[C:10]([C:23]2[CH:24]=[CH:25][C:26]([CH3:29])=[CH:27][CH:28]=2)[N:9]=1. Reactant: [Cl:1][C:2]1[CH:7]=[CH:6][CH:5]=[CH:4][C:3]=1[C:8]1[N:13]=[C:12]([CH3:14])[C:11]([CH:15]([CH2:20][CH2:21][CH3:22])[C:16]([O:18]C)=[O:17])=[C:10]([C:23]2[CH:28]=[CH:27][C:26]([CH3:29])=[CH:25][CH:24]=2)[N:9]=1.[OH-].[Na+]. (3) Reactant: [Cl:1][C:2]1[CH:11]=[CH:10][C:9]2[C:4](=[CH:5][C:6]([C:12]([O:14]CC)=[O:13])=[CH:7][CH:8]=2)[N:3]=1.[OH-].[Li+]. Product: [Cl:1][C:2]1[CH:11]=[CH:10][C:9]2[C:4](=[CH:5][C:6]([C:12]([OH:14])=[O:13])=[CH:7][CH:8]=2)[N:3]=1. The catalyst class is: 7. (4) Reactant: [NH2:1][C:2]1[C:7](Br)=[CH:6][C:5]([C:9]2[C:10]([CH3:15])=[N:11][O:12][C:13]=2[CH3:14])=[CH:4][C:3]=1[S:16]([NH:19][CH:20]1[CH2:24][CH2:23][CH2:22][CH2:21]1)(=[O:18])=[O:17]. Product: [NH2:1][C:2]1[CH:7]=[CH:6][C:5]([C:9]2[C:10]([CH3:15])=[N:11][O:12][C:13]=2[CH3:14])=[CH:4][C:3]=1[S:16]([NH:19][CH:20]1[CH2:24][CH2:23][CH2:22][CH2:21]1)(=[O:17])=[O:18]. The catalyst class is: 687. (5) Reactant: CN.C1N=[CH:6][N:5]([C:8]([N:10]2[CH:14]=N[CH:12]=[CH:11]2)=[O:9])C=1.Cl.[F:16][C:17]1[CH:25]=[C:24]2[C:20]([C:21]([C:26]3[CH:27]=[N:28][N:29]([CH:31]4CCNC[CH2:32]4)[CH:30]=3)=[CH:22][NH:23]2)=[CH:19][CH:18]=1.CCN(CC)CC. Product: [F:16][C:17]1[CH:25]=[C:24]2[C:20]([C:21]([C:26]3[CH:27]=[N:28][N:29]([CH:31]4[CH2:12][CH2:11][N:10]([C:8]([NH:5][CH3:6])=[O:9])[CH2:14][CH2:32]4)[CH:30]=3)=[CH:22][NH:23]2)=[CH:19][CH:18]=1. The catalyst class is: 1. (6) Reactant: [C:1]([O:5][C:6]([N:8]1[CH2:12][C@@H:11]([CH:13]=O)[C@H:10]([C:15]([CH3:23])([CH3:22])[O:16][SiH2:17][C:18]([CH3:21])([CH3:20])[CH3:19])[CH2:9]1)=[O:7])([CH3:4])([CH3:3])[CH3:2].[CH:24]([NH2:27])([CH3:26])[CH3:25].[BH-](OC(C)=O)(OC(C)=O)OC(C)=O.[Na+]. Product: [C:1]([O:5][C:6]([N:8]1[CH2:12][C@@H:11]([CH2:13][NH:27][CH:24]([CH3:26])[CH3:25])[C@H:10]([C:15]([CH3:23])([CH3:22])[O:16][SiH2:17][C:18]([CH3:20])([CH3:19])[CH3:21])[CH2:9]1)=[O:7])([CH3:4])([CH3:3])[CH3:2]. The catalyst class is: 279. (7) Reactant: [NH2:1][C:2]1[C:10]2[C:5](=[CH:6][CH:7]=[C:8]([C:11]3[N:12]=[N:13][N:14]([CH2:16][C:17]4[CH:22]=[CH:21][CH:20]=[CH:19][CH:18]=4)[CH:15]=3)[CH:9]=2)[N:4](C(OC(C)(C)C)=O)[N:3]=1.N([CH2:33][CH2:34][CH3:35])=C=O.[N-:36]=[C:37]=O.[OH2:39]. Product: [CH2:16]([N:14]1[CH:15]=[C:11]([C:8]2[CH:9]=[C:10]3[C:5](=[CH:6][CH:7]=2)[NH:4][N:3]=[C:2]3[N:1]([CH2:33][CH2:34][CH3:35])[C:37]([NH2:36])=[O:39])[N:12]=[N:13]1)[C:17]1[CH:18]=[CH:19][CH:20]=[CH:21][CH:22]=1. The catalyst class is: 17.